Dataset: Forward reaction prediction with 1.9M reactions from USPTO patents (1976-2016). Task: Predict the product of the given reaction. (1) Given the reactants [Cl:1][C:2]1[C:7]([CH:8](OC)[O:9]C)=[CH:6][CH:5]=[C:4]([CH2:13][O:14][CH3:15])[C:3]=1[N:16]=[C:17]1[CH2:22][CH2:21][CH2:20][CH2:19][S:18]1=[O:23].Cl, predict the reaction product. The product is: [Cl:1][C:2]1[C:3]([N:16]=[C:17]2[CH2:22][CH2:21][CH2:20][CH2:19][S:18]2=[O:23])=[C:4]([CH2:13][O:14][CH3:15])[CH:5]=[CH:6][C:7]=1[CH:8]=[O:9]. (2) Given the reactants [CH:1]([N:4]1[CH2:9][CH2:8][N:7]([C:10]([CH:12]2[CH2:17][CH2:16][C:15](=O)[CH2:14][CH2:13]2)=[O:11])[CH2:6][CH2:5]1)([CH3:3])[CH3:2].[CH3:19][C:20]1[CH:21]=[CH:22][C:23]([NH2:26])=[CH:24][CH:25]=1.C(O)(=O)C.C(O[BH-](OC(=O)C)OC(=O)C)(=O)C.[Na+], predict the reaction product. The product is: [CH:1]([N:4]1[CH2:9][CH2:8][N:7]([C:10]([CH:12]2[CH2:17][CH2:16][CH:15]([NH:26][C:23]3[CH:24]=[CH:25][C:20]([CH3:19])=[CH:21][CH:22]=3)[CH2:14][CH2:13]2)=[O:11])[CH2:6][CH2:5]1)([CH3:3])[CH3:2].